From a dataset of Forward reaction prediction with 1.9M reactions from USPTO patents (1976-2016). Predict the product of the given reaction. Given the reactants [C:1]([O:5][C:6]([NH:8][C@H:9]([C:29]([N:31]1[CH2:35][CH2:34][C@H:33]([F:36])[CH2:32]1)=[O:30])[C@H:10]([CH:12]1[CH2:17][CH2:16][CH:15]([NH:18]C(=O)OCC2C=CC=CC=2)[CH2:14][CH2:13]1)[CH3:11])=[O:7])([CH3:4])([CH3:3])[CH3:2].[H][H], predict the reaction product. The product is: [C:1]([O:5][C:6](=[O:7])[NH:8][C@H:9]([C:29]([N:31]1[CH2:35][CH2:34][C@H:33]([F:36])[CH2:32]1)=[O:30])[C@H:10]([CH:12]1[CH2:17][CH2:16][CH:15]([NH2:18])[CH2:14][CH2:13]1)[CH3:11])([CH3:2])([CH3:3])[CH3:4].